From a dataset of Forward reaction prediction with 1.9M reactions from USPTO patents (1976-2016). Predict the product of the given reaction. Given the reactants C[O:2][C:3]([C@:5]([NH:15][C:16](=[O:33])[O:17][CH2:18][CH2:19][N:20]1[CH2:25][CH2:24][N:23]([C:26]([O:28][C:29]([CH3:32])([CH3:31])[CH3:30])=[O:27])[CH2:22][CH2:21]1)([CH3:14])[CH2:6][C:7]1[CH:12]=[CH:11][C:10]([OH:13])=[CH:9][CH:8]=1)=[O:4].O[Li].O.Cl, predict the reaction product. The product is: [C:3]([C@:5]([NH:15][C:16](=[O:33])[O:17][CH2:18][CH2:19][N:20]1[CH2:25][CH2:24][N:23]([C:26]([O:28][C:29]([CH3:32])([CH3:31])[CH3:30])=[O:27])[CH2:22][CH2:21]1)([CH3:14])[CH2:6][C:7]1[CH:12]=[CH:11][C:10]([OH:13])=[CH:9][CH:8]=1)([OH:4])=[O:2].